From a dataset of Orexin1 receptor HTS with 218,158 compounds and 233 confirmed actives. Binary Classification. Given a drug SMILES string, predict its activity (active/inactive) in a high-throughput screening assay against a specified biological target. (1) The compound is [O-][N+]=1C(NC=2C1CCCC2N=O)(C)C. The result is 0 (inactive). (2) The result is 1 (active). The molecule is S(CC(=O)N1CCN(CC1)C(OCC)=O)c1nnc(cc1)c1ccccc1. (3) The compound is Clc1ccc(S(=O)(=O)N\N=C(/c2ccncc2)C)cc1. The result is 0 (inactive). (4) The compound is O=C(Nc1c(N2CCCCCC2)cccc1)CNCCC=1CCCCC1. The result is 0 (inactive). (5) The molecule is S(c1n(c(nn1)c1sccc1)C)CC(=O)NCc1sccc1. The result is 0 (inactive). (6) The compound is Clc1cc(n2c(SCC(O)=O)ncc2)ccc1. The result is 0 (inactive). (7) The molecule is O(c1c(ccc(OC)c1)/C=N\Nc1nonc1N)C. The result is 0 (inactive). (8) The drug is S(=O)(=O)(N\N=C1/CC(Cc2c1cccc2)C(OC)=O)c1ccc(cc1)C. The result is 0 (inactive). (9) The molecule is o1nc(nc1C1CCCCC1)c1c(OC)nc(cc1)c1ccc(OC)cc1. The result is 0 (inactive). (10) The molecule is S(=O)(=O)(N1CCOCC1)c1cc(ccc1)c1nc(sc1)c1ccccc1. The result is 0 (inactive).